This data is from Full USPTO retrosynthesis dataset with 1.9M reactions from patents (1976-2016). The task is: Predict the reactants needed to synthesize the given product. Given the product [Cl:14][C:15]1[CH:16]=[CH:17][N:18]=[C:19]([O:23][CH3:24])[C:20]=1[C:21]1[NH:11][C:10]2=[CH:9][C:8]3[C:7](=[O:12])[NH:6][C:5](=[O:13])[C:4]=3[CH:3]=[C:2]2[N:1]=1, predict the reactants needed to synthesize it. The reactants are: [NH2:1][C:2]1[CH:3]=[C:4]2[C:8](=[CH:9][C:10]=1[NH2:11])[C:7](=[O:12])[NH:6][C:5]2=[O:13].[Cl:14][C:15]1[C:20]([CH:21]=O)=[C:19]([O:23][CH3:24])[N:18]=[CH:17][CH:16]=1.